Task: Predict the reaction yield, written as a fraction of the theoretical maximum amount of product (1.0 means a 100% yield; for example, 0.34 means a 34% yield).. Dataset: Reaction yield outcomes from USPTO patents with 853,638 reactions (1) The reactants are [CH:1]([N:4]1[C:12]2[C:7](=[CH:8][CH:9]=[CH:10][CH:11]=2)[C:6]([C:13]([NH:15][C@@H:16]2[CH2:20][N:19]([C:21]([O:23][C:24]([CH3:27])([CH3:26])[CH3:25])=[O:22])[C@H:18]([C:28](OC)=[O:29])[CH2:17]2)=[O:14])=[N:5]1)([CH3:3])[CH3:2].[Cl-].[Li+].[BH4-].[Na+]. The catalyst is O1CCCC1CO. The product is [OH:29][CH2:28][C@@H:18]1[CH2:17][C@H:16]([NH:15][C:13]([C:6]2[C:7]3[C:12](=[CH:11][CH:10]=[CH:9][CH:8]=3)[N:4]([CH:1]([CH3:2])[CH3:3])[N:5]=2)=[O:14])[CH2:20][N:19]1[C:21]([O:23][C:24]([CH3:26])([CH3:25])[CH3:27])=[O:22]. The yield is 0.930. (2) The reactants are FC(F)(F)S(O[C:7]1[C:8]2[S:21][CH2:20][CH2:19][CH2:18][C:9]=2[N:10]=[C:11]([CH:13]2[CH2:17][CH2:16][CH2:15][CH2:14]2)[N:12]=1)(=O)=O.[NH2:24][C:25]1[CH:30]=[CH:29][C:28]([CH2:31][C:32]([NH2:34])=[O:33])=[CH:27][CH:26]=1. No catalyst specified. The product is [CH:13]1([C:11]2[N:12]=[C:7]([NH:24][C:25]3[CH:26]=[CH:27][C:28]([CH2:31][C:32]([NH2:34])=[O:33])=[CH:29][CH:30]=3)[C:8]3[S:21][CH2:20][CH2:19][CH2:18][C:9]=3[N:10]=2)[CH2:17][CH2:16][CH2:15][CH2:14]1. The yield is 0.540. (3) The reactants are Cl.[CH3:2][NH:3][C:4]1[O:5][CH:6]=[C:7]([C:9]2[CH:16]=[CH:15][C:12]([CH2:13][NH2:14])=[CH:11][CH:10]=2)[N:8]=1.[Cl:17][C:18]1[CH:34]=[CH:33][C:21]2[CH2:22][CH2:23][N:24]([C:27](=[O:32])[C:28]([F:31])([F:30])[F:29])[CH2:25][CH2:26][C:20]=2[C:19]=1OS(C(F)(F)F)(=O)=O.C1C=CC(P(C2C(C3C(P(C4C=CC=CC=4)C4C=CC=CC=4)=CC=C4C=3C=CC=C4)=C3C(C=CC=C3)=CC=2)C2C=CC=CC=2)=CC=1.C(=O)([O-])[O-].[Cs+].[Cs+]. The catalyst is C1(C)C=CC=CC=1.CN(C=O)C.CCOC(C)=O.C1C=CC(/C=C/C(/C=C/C2C=CC=CC=2)=O)=CC=1.C1C=CC(/C=C/C(/C=C/C2C=CC=CC=2)=O)=CC=1.C1C=CC(/C=C/C(/C=C/C2C=CC=CC=2)=O)=CC=1.[Pd].[Pd]. The product is [Cl:17][C:18]1[CH:34]=[CH:33][C:21]2[CH2:22][CH2:23][N:24]([C:27](=[O:32])[C:28]([F:29])([F:31])[F:30])[CH2:25][CH2:26][C:20]=2[C:19]=1[NH:14][CH2:13][C:12]1[CH:15]=[CH:16][C:9]([C:7]2[N:8]=[C:4]([NH:3][CH3:2])[O:5][CH:6]=2)=[CH:10][CH:11]=1. The yield is 0.200. (4) The yield is 0.880. The catalyst is O1CCOCC1.O. The product is [C:1]([O:5][CH:6]([C:11]1[C:16]([C:17]([F:19])([F:20])[F:18])=[CH:15][CH:14]=[C:13]([C:21]2[CH:26]=[CH:25][C:24](=[O:27])[N:23]([CH2:28][CH2:29][CH3:30])[CH:22]=2)[C:12]=1[C:31]1[CH:32]=[CH:33][C:34]2[O:39][CH2:38][CH2:37][CH2:36][C:35]=2[CH:40]=1)[C:7]([OH:9])=[O:8])([CH3:2])([CH3:3])[CH3:4]. The reactants are [C:1]([O:5][CH:6]([C:11]1[C:16]([C:17]([F:20])([F:19])[F:18])=[CH:15][CH:14]=[C:13]([C:21]2[CH:26]=[CH:25][C:24](=[O:27])[N:23]([CH2:28][CH2:29][CH3:30])[CH:22]=2)[C:12]=1[C:31]1[CH:32]=[CH:33][C:34]2[O:39][CH2:38][CH2:37][CH2:36][C:35]=2[CH:40]=1)[C:7]([O:9]C)=[O:8])([CH3:4])([CH3:3])[CH3:2].[OH-].[Li+]. (5) The reactants are C[O:2][C:3]([C:5]1([C:8]2[CH:9]=[CH:10][C:11]3[O:15][CH:14]=[N:13][C:12]=3[CH:16]=2)[CH2:7][CH2:6]1)=[O:4].[Al+3].[Cl-].[Cl-].[Cl-].O. The catalyst is CCS. The product is [O:15]1[C:11]2[CH:10]=[CH:9][C:8]([C:5]3([C:3]([OH:4])=[O:2])[CH2:7][CH2:6]3)=[CH:16][C:12]=2[N:13]=[CH:14]1. The yield is 0.110. (6) The reactants are [Br:1][C:2]1[CH:3]=[C:4]([NH2:11])[C:5]2[N:9]=[CH:8][NH:7][C:6]=2[CH:10]=1.[C:12](O[C:12]([O:14][C:15]([CH3:18])([CH3:17])[CH3:16])=[O:13])([O:14][C:15]([CH3:18])([CH3:17])[CH3:16])=[O:13]. The catalyst is C(Cl)Cl.CN(C1C=CN=CC=1)C. The product is [NH2:11][C:4]1[C:5]2[N:9]=[CH:8][N:7]([C:12]([O:14][C:15]([CH3:18])([CH3:17])[CH3:16])=[O:13])[C:6]=2[CH:10]=[C:2]([Br:1])[CH:3]=1. The yield is 0.958. (7) The reactants are Br[C:2]1[CH:11]=[CH:10][C:9]([CH2:12][S:13][C:14]2[N:15]([C:30]3[CH:35]=[CH:34][C:33]([F:36])=[C:32]([O:37][CH3:38])[CH:31]=3)[C:16]([C:19]([C:22]3[CH:27]=[CH:26][C:25]([Cl:28])=[C:24]([Cl:29])[CH:23]=3)([CH3:21])[CH3:20])=[CH:17][N:18]=2)=[CH:8][C:3]=1[C:4]([O:6][CH3:7])=[O:5].[CH2:39]([OH:42])[C:40]#[CH:41].N1CCCC1. The catalyst is CCOC(C)=O.C1C=CC(P(C2C=CC=CC=2)[C-]2C=CC=C2)=CC=1.C1C=CC(P(C2C=CC=CC=2)[C-]2C=CC=C2)=CC=1.Cl[Pd]Cl.[Fe+2].[Cu]I. The product is [Cl:29][C:24]1[CH:23]=[C:22]([C:19]([C:16]2[N:15]([C:30]3[CH:35]=[CH:34][C:33]([F:36])=[C:32]([O:37][CH3:38])[CH:31]=3)[C:14]([S:13][CH2:12][C:9]3[CH:10]=[CH:11][C:2]([C:41]#[C:40][CH2:39][OH:42])=[C:3]([CH:8]=3)[C:4]([O:6][CH3:7])=[O:5])=[N:18][CH:17]=2)([CH3:21])[CH3:20])[CH:27]=[CH:26][C:25]=1[Cl:28]. The yield is 0.780. (8) The reactants are [CH3:1][O:2][C:3]1[CH:4]=[CH:5][C:6]([C:9]([O:11]C)=[O:10])=[N:7][CH:8]=1.[OH-].[Na+:14]. No catalyst specified. The product is [CH3:1][O:2][C:3]1[CH:4]=[CH:5][C:6]([C:9]([O-:11])=[O:10])=[N:7][CH:8]=1.[Na+:14]. The yield is 0.970.